From a dataset of NCI-60 drug combinations with 297,098 pairs across 59 cell lines. Regression. Given two drug SMILES strings and cell line genomic features, predict the synergy score measuring deviation from expected non-interaction effect. (1) Cell line: A549. Synergy scores: CSS=5.74, Synergy_ZIP=1.76, Synergy_Bliss=5.88, Synergy_Loewe=3.35, Synergy_HSA=2.66. Drug 2: CN1C2=C(C=C(C=C2)N(CCCl)CCCl)N=C1CCCC(=O)O.Cl. Drug 1: CCCCC(=O)OCC(=O)C1(CC(C2=C(C1)C(=C3C(=C2O)C(=O)C4=C(C3=O)C=CC=C4OC)O)OC5CC(C(C(O5)C)O)NC(=O)C(F)(F)F)O. (2) Drug 1: C1CCC(C1)C(CC#N)N2C=C(C=N2)C3=C4C=CNC4=NC=N3. Drug 2: C1CC(C1)(C(=O)O)C(=O)O.[NH2-].[NH2-].[Pt+2]. Cell line: SW-620. Synergy scores: CSS=25.9, Synergy_ZIP=-0.921, Synergy_Bliss=2.55, Synergy_Loewe=1.89, Synergy_HSA=1.72. (3) Drug 1: CCC1=CC2CC(C3=C(CN(C2)C1)C4=CC=CC=C4N3)(C5=C(C=C6C(=C5)C78CCN9C7C(C=CC9)(C(C(C8N6C)(C(=O)OC)O)OC(=O)C)CC)OC)C(=O)OC.C(C(C(=O)O)O)(C(=O)O)O. Drug 2: CC(C)NC(=O)C1=CC=C(C=C1)CNNC.Cl. Cell line: OVCAR3. Synergy scores: CSS=64.8, Synergy_ZIP=10.5, Synergy_Bliss=9.91, Synergy_Loewe=-16.3, Synergy_HSA=9.73.